Dataset: HIV replication inhibition screening data with 41,000+ compounds from the AIDS Antiviral Screen. Task: Binary Classification. Given a drug SMILES string, predict its activity (active/inactive) in a high-throughput screening assay against a specified biological target. (1) The drug is O=C1[OH+][Cu-3]23[O+]=C4C(=[O+][Cu-3]56[OH+]C(=O)C(=O)[NH+]5CCC[NH+]46)[NH+]2CCC[NH+]3C1=O.[Na+]. The result is 0 (inactive). (2) The result is 0 (inactive). The drug is O=C(Nc1ccccc1)Nc1ccc([N+](=O)[O-])cn1. (3) The molecule is Cc1nnc(NC(=O)c2cc(=O)c3ccccc3o2)s1. The result is 0 (inactive). (4) The molecule is CC(C)(CN1CCCCC1)C(=O)C=Cc1ccc(Cl)c(Cl)c1.Cl. The result is 0 (inactive). (5) The drug is Cl.O=C(CCN1CCOCC1)c1ccc(Oc2ccc(F)cc2)cc1. The result is 0 (inactive). (6) The drug is CC12CCC(C(Br)C1=O)C2(C)CS(=O)(=O)O. The result is 0 (inactive). (7) The drug is CCN1CCC(O)(c2ccc(Oc3ccc(Cl)cc3)cc2)C(C(=O)c2ccc(Oc3ccc(Cl)cc3)cc2)C1.Cl. The result is 0 (inactive). (8) The drug is Cc1ccc(S(=O)(=O)c2ccccn2)cc1. The result is 1 (active). (9) The drug is CCOC(=O)C(=O)Nc1ccc(C)c(C)c1. The result is 0 (inactive).